Dataset: Catalyst prediction with 721,799 reactions and 888 catalyst types from USPTO. Task: Predict which catalyst facilitates the given reaction. (1) Reactant: C(N(CC)CC)C.O=[C:9]([C:16]1[CH:21]=[CH:20][CH:19]=[CH:18][CH:17]=1)[CH2:10][CH2:11][CH2:12][C:13]([OH:15])=[O:14].Cl.[CH3:23][C:24]1[CH:29]=[CH:28][C:27]([NH:30]N)=[CH:26][CH:25]=1.CCOCC. The catalyst class is: 8. Product: [CH3:23][C:24]1[CH:25]=[C:26]2[C:27](=[CH:28][CH:29]=1)[NH:30][C:9]([C:16]1[CH:21]=[CH:20][CH:19]=[CH:18][CH:17]=1)=[C:10]2[CH2:11][CH2:12][C:13]([OH:15])=[O:14]. (2) Reactant: [Br:1][C:2]1[C:11]([F:12])=[C:10]2[C:5]([C:6](Cl)=[N:7][CH:8]=[N:9]2)=[CH:4][C:3]=1[Cl:14].[N:15]1([C:21]([O:23][C:24]([CH3:27])([CH3:26])[CH3:25])=[O:22])[CH2:20][CH2:19][NH:18][CH2:17][CH2:16]1.CCN(C(C)C)C(C)C. Product: [Br:1][C:2]1[C:11]([F:12])=[C:10]2[C:5]([C:6]([N:18]3[CH2:17][CH2:16][N:15]([C:21]([O:23][C:24]([CH3:27])([CH3:26])[CH3:25])=[O:22])[CH2:20][CH2:19]3)=[N:7][CH:8]=[N:9]2)=[CH:4][C:3]=1[Cl:14]. The catalyst class is: 12. (3) Reactant: [Br:1][C:2]1[CH:10]=[CH:9][C:5]([C:6](O)=[O:7])=[CH:4][C:3]=1[Cl:11].S(Cl)(Cl)=O.[NH3:16].CCCCCCC. Product: [Br:1][C:2]1[CH:10]=[CH:9][C:5]([C:6]([NH2:16])=[O:7])=[CH:4][C:3]=1[Cl:11]. The catalyst class is: 11. (4) Reactant: [CH2:1]([C:3]1[C:11]2[S:10][CH2:9][CH:8]([C:12]3[CH:17]=[CH:16][C:15]([CH:18]([CH3:20])[CH3:19])=[CH:14][CH:13]=3)[C:7]=2[C:6]([CH3:21])=[C:5]([NH:22][C:23](=[O:29])[CH2:24][C:25]([CH3:28])([CH3:27])[CH3:26])[C:4]=1[CH3:30])[CH3:2].C(=O)([O-])[OH:32].[Na+].ClC1C=CC=C(C(OO)=O)C=1.S([O-])(O)=O.[Na+]. Product: [CH2:1]([C:3]1[C:11]2[S:10](=[O:32])[CH2:9][CH:8]([C:12]3[CH:17]=[CH:16][C:15]([CH:18]([CH3:19])[CH3:20])=[CH:14][CH:13]=3)[C:7]=2[C:6]([CH3:21])=[C:5]([NH:22][C:23](=[O:29])[CH2:24][C:25]([CH3:27])([CH3:26])[CH3:28])[C:4]=1[CH3:30])[CH3:2]. The catalyst class is: 4. (5) Reactant: [F:1][C:2]([F:42])([F:41])[C:3]1[CH:4]=[C:5]([C@H:13]([O:15][C@H:16]2[CH2:20][N:19]([C:21]([O:23][C:24]([CH3:27])([CH3:26])[CH3:25])=[O:22])[C@@H:18]([CH2:28][CH2:29][C:30]([O:32][CH3:33])=[O:31])[C@@H:17]2[C:34]2[CH:39]=[CH:38][C:37]([F:40])=[CH:36][CH:35]=2)[CH3:14])[CH:6]=[C:7]([C:9]([F:12])([F:11])[F:10])[CH:8]=1.[Li+].[CH3:44][Si]([N-][Si](C)(C)C)(C)C.CI. Product: [F:12][C:9]([F:10])([F:11])[C:7]1[CH:6]=[C:5]([C@H:13]([O:15][C@H:16]2[CH2:20][N:19]([C:21]([O:23][C:24]([CH3:26])([CH3:25])[CH3:27])=[O:22])[C@@H:18]([CH2:28][CH:29]([CH3:44])[C:30]([O:32][CH3:33])=[O:31])[C@@H:17]2[C:34]2[CH:39]=[CH:38][C:37]([F:40])=[CH:36][CH:35]=2)[CH3:14])[CH:4]=[C:3]([C:2]([F:1])([F:41])[F:42])[CH:8]=1. The catalyst class is: 1.